Dataset: Retrosynthesis with 50K atom-mapped reactions and 10 reaction types from USPTO. Task: Predict the reactants needed to synthesize the given product. (1) Given the product CC(C)N1CCCn2c1cc(OCc1ccc(Cl)cc1)nc2=O, predict the reactants needed to synthesize it. The reactants are: CC(C)N1CCCn2c1cc(Cl)nc2=O.OCc1ccc(Cl)cc1. (2) Given the product COC(=O)c1ccc(C=CC(=O)O)cc1OC, predict the reactants needed to synthesize it. The reactants are: COC(=O)c1ccc(C=CC(=O)OC(C)(C)C)cc1OC. (3) The reactants are: CCI.O=S(=O)(c1ccc(O)cc1)c1ccc(CCN(Cc2ccccc2)C[C@H](O)c2cccc(Cl)c2)cc1. Given the product CCOc1ccc(S(=O)(=O)c2ccc(CCN(Cc3ccccc3)C[C@H](O)c3cccc(Cl)c3)cc2)cc1, predict the reactants needed to synthesize it. (4) The reactants are: COC(=O)C(=O)c1ccc(O)cc1.OC1CCOC1. Given the product COC(=O)C(=O)c1ccc(OC2CCOC2)cc1, predict the reactants needed to synthesize it. (5) Given the product COc1c(F)cccc1COCCCCl, predict the reactants needed to synthesize it. The reactants are: COc1c(F)cccc1CCl.OCCCCl. (6) Given the product CC(C)(C)c1ccccc1N1CCN(C(=O)C2CCCO2)CC1, predict the reactants needed to synthesize it. The reactants are: CC(C)(C)c1ccccc1N1CCNCC1.O=C(O)C1CCCO1. (7) Given the product CC(=O)Nc1ccc2c(c1)CCC(=CC(=O)O)C2=O, predict the reactants needed to synthesize it. The reactants are: CC(=O)Nc1ccc2c(c1)CCCC2=O.O=CC(=O)O.